Task: Predict the product of the given reaction.. Dataset: Forward reaction prediction with 1.9M reactions from USPTO patents (1976-2016) (1) The product is: [Cl:1][C:2]1[CH:3]=[C:4]([CH:9]2[CH:15]([CH2:16][N:17]([CH3:18])[S:34]([CH3:33])(=[O:36])=[O:35])[O:14][CH2:13][CH2:12][N:11]([C:19]([O:21][C:22]([CH3:25])([CH3:24])[CH3:23])=[O:20])[CH2:10]2)[CH:5]=[CH:6][C:7]=1[Cl:8]. Given the reactants [Cl:1][C:2]1[CH:3]=[C:4]([CH:9]2[CH:15]([CH2:16][NH:17][CH3:18])[O:14][CH2:13][CH2:12][N:11]([C:19]([O:21][C:22]([CH3:25])([CH3:24])[CH3:23])=[O:20])[CH2:10]2)[CH:5]=[CH:6][C:7]=1[Cl:8].C(N(CC)CC)C.[CH3:33][S:34](Cl)(=[O:36])=[O:35].O, predict the reaction product. (2) Given the reactants Cl[Mg][CH2:3][CH2:4][C:5]1[CH:10]=[CH:9][CH:8]=[CH:7][CH:6]=1.[CH:11]([C:13]1[N:14]=[C:15]([CH:18]2[CH2:23][CH2:22][N:21]([C:24]([O:26][C:27]([CH3:30])([CH3:29])[CH3:28])=[O:25])[CH2:20][CH2:19]2)[S:16][CH:17]=1)=[O:12].[Cl-].[NH4+], predict the reaction product. The product is: [OH:12][CH:11]([C:13]1[N:14]=[C:15]([CH:18]2[CH2:19][CH2:20][N:21]([C:24]([O:26][C:27]([CH3:30])([CH3:29])[CH3:28])=[O:25])[CH2:22][CH2:23]2)[S:16][CH:17]=1)[CH2:3][CH2:4][C:5]1[CH:10]=[CH:9][CH:8]=[CH:7][CH:6]=1. (3) The product is: [CH3:1][C:2]1[CH:9]=[CH:8][CH:7]=[CH:6][C:3]=1[CH:4]1[C:18]([C:19]([O:21][CH2:22][CH3:23])=[O:20])=[C:17]([CH2:24][CH2:25][CH3:26])[NH:10][C:11]2=[N:12][NH:13][CH:14]=[C:15]12. Given the reactants [CH3:1][C:2]1[CH:9]=[CH:8][CH:7]=[CH:6][C:3]=1[CH:4]=O.[NH2:10][C:11]1[CH:15]=[CH:14][NH:13][N:12]=1.O=[C:17]([CH2:24][CH2:25][CH3:26])[CH2:18][C:19]([O:21][CH2:22][CH3:23])=[O:20], predict the reaction product. (4) Given the reactants [H-].[Na+].[CH2:3]([OH:8])[CH:4]=[CH:5][CH2:6][OH:7].[C:9]([Si:13](Cl)([C:20]1[CH:25]=[CH:24][CH:23]=[CH:22][CH:21]=1)[C:14]1[CH:19]=[CH:18][CH:17]=[CH:16][CH:15]=1)([CH3:12])([CH3:11])[CH3:10], predict the reaction product. The product is: [C:9]([Si:13]([C:20]1[CH:25]=[CH:24][CH:23]=[CH:22][CH:21]=1)([C:14]1[CH:15]=[CH:16][CH:17]=[CH:18][CH:19]=1)[O:7][CH2:6][CH:5]=[CH:4][CH2:3][OH:8])([CH3:12])([CH3:10])[CH3:11]. (5) Given the reactants [C:1]1([CH3:19])[CH:6]=[CH:5][C:4]([S:7]([N:10]2[CH:14]=[CH:13][C:12]([C:15](=O)[CH2:16][CH3:17])=[N:11]2)(=[O:9])=[O:8])=[CH:3][CH:2]=1.[CH3:20][C:21]([S@:24]([NH2:26])=[O:25])([CH3:23])[CH3:22], predict the reaction product. The product is: [C:1]1([CH3:19])[CH:6]=[CH:5][C:4]([S:7]([N:10]2[CH:14]=[CH:13][C:12](/[C:15](=[N:26]/[S:24]([C:21]([CH3:23])([CH3:22])[CH3:20])=[O:25])/[CH2:16][CH3:17])=[N:11]2)(=[O:9])=[O:8])=[CH:3][CH:2]=1. (6) Given the reactants [Cl:1][C:2]1[N:7]=[C:6]([NH:8][C:9]2[CH:10]=[N:11][C:12]([O:15][CH3:16])=[CH:13][CH:14]=2)[C:5](I)=[CH:4][N:3]=1.[CH3:18][C:19]1[N:24]=[C:23]([S:25][CH3:26])[N:22]=[C:21]([Sn](CCCC)(CCCC)CCCC)[N:20]=1.[F-].[Cs+].O1CCOCC1, predict the reaction product. The product is: [Cl:1][C:2]1[N:7]=[C:6]([NH:8][C:9]2[CH:10]=[N:11][C:12]([O:15][CH3:16])=[CH:13][CH:14]=2)[C:5]([C:21]2[N:20]=[C:19]([CH3:18])[N:24]=[C:23]([S:25][CH3:26])[N:22]=2)=[CH:4][N:3]=1. (7) Given the reactants [C:1]1([CH3:18])[CH:6]=[CH:5][CH:4]=[CH:3][C:2]=1[C:7]1[CH:8]=[C:9]2[C:14](=[CH:15][CH:16]=1)[C:13](O)=[N:12][N:11]=[CH:10]2.P(Cl)(Cl)([Cl:21])=O, predict the reaction product. The product is: [Cl:21][C:13]1[C:14]2[C:9](=[CH:8][C:7]([C:2]3[CH:3]=[CH:4][CH:5]=[CH:6][C:1]=3[CH3:18])=[CH:16][CH:15]=2)[CH:10]=[N:11][N:12]=1.